The task is: Predict which catalyst facilitates the given reaction.. This data is from Catalyst prediction with 721,799 reactions and 888 catalyst types from USPTO. (1) Reactant: [C:1]([NH:5][C:6]1[CH:11]=[CH:10][C:9]([N+:12]([O-:14])=[O:13])=[CH:8][CH:7]=1)([CH3:4])([CH3:3])[CH3:2].[H-].[Na+].[CH2:17](I)[CH3:18]. Product: [C:1]([N:5]([CH2:17][CH3:18])[C:6]1[CH:11]=[CH:10][C:9]([N+:12]([O-:14])=[O:13])=[CH:8][CH:7]=1)([CH3:4])([CH3:2])[CH3:3]. The catalyst class is: 3. (2) Product: [CH:9]1[C:10]2[C:15](=[CH:14][CH:13]=[CH:12][CH:11]=2)[CH:16]=[CH:17][C:8]=1[NH:7][C:5]1[S:6][C:2]([NH:1][C:28]([C:25]2[CH:26]=[CH:27][S:23][CH:24]=2)=[O:29])=[C:3]([C:18]([O:20][CH2:21][CH3:22])=[O:19])[N:4]=1. The catalyst class is: 17. Reactant: [NH2:1][C:2]1[S:6][C:5]([NH:7][C:8]2[CH:17]=[CH:16][C:15]3[C:10](=[CH:11][CH:12]=[CH:13][CH:14]=3)[CH:9]=2)=[N:4][C:3]=1[C:18]([O:20][CH2:21][CH3:22])=[O:19].[S:23]1[CH:27]=[CH:26][C:25]([C:28](Cl)=[O:29])=[CH:24]1. (3) Reactant: [CH2:1]([NH:3][C:4]([C:6]1[C:10]([C:11]2[CH:16]=[CH:15][C:14]([O:17][CH3:18])=[CH:13][CH:12]=2)=[C:9]([C:19]2[CH:24]=[C:23]([Cl:25])[C:22]([O:26]CC3C=CC=CC=3)=[CH:21][C:20]=2[O:34]CC2C=CC=CC=2)[O:8][N:7]=1)=[O:5])[CH3:2].B(Cl)(Cl)Cl. Product: [CH2:1]([NH:3][C:4]([C:6]1[C:10]([C:11]2[CH:16]=[CH:15][C:14]([O:17][CH3:18])=[CH:13][CH:12]=2)=[C:9]([C:19]2[CH:24]=[C:23]([Cl:25])[C:22]([OH:26])=[CH:21][C:20]=2[OH:34])[O:8][N:7]=1)=[O:5])[CH3:2]. The catalyst class is: 4. (4) Reactant: [CH3:1][C:2]1[CH:3]=[C:4]([NH:9][C:10](=[O:21])[C:11]2[CH:16]=[CH:15][C:14]([OH:17])=[C:13]([N+:18]([O-])=O)[CH:12]=2)[CH:5]=[CH:6][C:7]=1[CH3:8]. Product: [NH2:18][C:13]1[CH:12]=[C:11]([CH:16]=[CH:15][C:14]=1[OH:17])[C:10]([NH:9][C:4]1[CH:5]=[CH:6][C:7]([CH3:8])=[C:2]([CH3:1])[CH:3]=1)=[O:21]. The catalyst class is: 856. (5) Reactant: [F:1][C:2]1[C:3]([NH:36][C@H:37]2[CH2:42][CH2:41][CH2:40][C@@H:39]([NH:43][C:44]([C:46]3[N:47]=[CH:48][N:49]([CH3:51])[CH:50]=3)=[O:45])[CH2:38]2)=[N:4][C:5]([C:8]2[C:16]3[C:11](=[N:12][CH:13]=[CH:14][CH:15]=3)[N:10](C(C3C=CC=CC=3)(C3C=CC=CC=3)C3C=CC=CC=3)[N:9]=2)=[N:6][CH:7]=1.[SiH](CC)(CC)CC.C(O)(C(F)(F)F)=O. Product: [F:1][C:2]1[C:3]([NH:36][C@H:37]2[CH2:42][CH2:41][CH2:40][C@@H:39]([NH:43][C:44]([C:46]3[N:47]=[CH:48][N:49]([CH3:51])[CH:50]=3)=[O:45])[CH2:38]2)=[N:4][C:5]([C:8]2[C:16]3[C:11](=[N:12][CH:13]=[CH:14][CH:15]=3)[NH:10][N:9]=2)=[N:6][CH:7]=1. The catalyst class is: 4.